Dataset: Full USPTO retrosynthesis dataset with 1.9M reactions from patents (1976-2016). Task: Predict the reactants needed to synthesize the given product. (1) Given the product [ClH:19].[O:1]1[CH2:2][CH2:3][N:4]([CH:7]([C:13]2[CH:18]=[CH:17][CH:16]=[CH:15][CH:14]=2)[C:8]([OH:10])=[O:9])[CH2:5][CH2:6]1, predict the reactants needed to synthesize it. The reactants are: [O:1]1[CH2:6][CH2:5][N:4]([CH:7]([C:13]2[CH:18]=[CH:17][CH:16]=[CH:15][CH:14]=2)[C:8]([O:10]CC)=[O:9])[CH2:3][CH2:2]1.[ClH:19]. (2) Given the product [F:1][CH2:2][C:3]([CH2:15][F:16])([CH3:14])[C:4]([OH:6])=[O:5], predict the reactants needed to synthesize it. The reactants are: [F:1][CH2:2][C:3]([CH2:15][F:16])([CH3:14])[C:4]([O:6]CC1C=CC=CC=1)=[O:5]. (3) Given the product [NH2:28][C@H:26]([C:15]1[N:16]([C:20]2[CH:25]=[CH:24][CH:23]=[CH:22][CH:21]=2)[C:17](=[O:19])[C:18]2=[C:10]([S:9][C:5]3[CH:6]=[CH:7][CH:8]=[C:3]([O:2][CH3:1])[CH:4]=3)[CH:11]=[CH:12][N:13]2[N:14]=1)[CH3:27], predict the reactants needed to synthesize it. The reactants are: [CH3:1][O:2][C:3]1[CH:4]=[C:5]([S:9][C:10]2[CH:11]=[CH:12][N:13]3[C:18]=2[C:17](=[O:19])[N:16]([C:20]2[CH:25]=[CH:24][CH:23]=[CH:22][CH:21]=2)[C:15]([C@@H:26]([NH:28]C(=O)OC(C)(C)C)[CH3:27])=[N:14]3)[CH:6]=[CH:7][CH:8]=1.FC(F)(F)C(O)=O. (4) Given the product [CH3:8][O:9][C:10]1[N:15]=[C:14]([NH:16][C:17]2[CH:18]=[CH:19][C:20]3[CH2:21][NH:22][CH2:23][C@@H:24]([C:28]4[CH:33]=[CH:32][CH:31]=[CH:30][CH:29]=4)[O:25][C:26]=3[N:27]=2)[CH:13]=[CH:12][C:11]=1[C:41]1[CH:42]=[N:43][N:44]([CH3:46])[CH:45]=1, predict the reactants needed to synthesize it. The reactants are: C(O)(C(F)(F)F)=O.[CH3:8][O:9][C:10]1[N:15]=[C:14]([NH:16][C:17]2[CH:18]=[CH:19][C:20]3[CH2:21][N:22](C(OC(C)(C)C)=O)[CH2:23][C@@H:24]([C:28]4[CH:33]=[CH:32][CH:31]=[CH:30][CH:29]=4)[O:25][C:26]=3[N:27]=2)[CH:13]=[CH:12][C:11]=1[C:41]1[CH:42]=[N:43][N:44]([CH3:46])[CH:45]=1.C(N(CC)CC)C. (5) Given the product [Cl:6][C:7]1[CH:12]=[CH:11][C:10]([S:13]([CH:16]([C:17]2[CH:22]=[C:21]([F:23])[CH:20]=[CH:19][C:18]=2[F:24])[CH:25]([OH:29])[CH2:26][CH2:27][CH3:28])(=[O:15])=[O:14])=[CH:9][CH:8]=1, predict the reactants needed to synthesize it. The reactants are: C([Li])CCC.[Cl:6][C:7]1[CH:12]=[CH:11][C:10]([S:13]([CH2:16][C:17]2[CH:22]=[C:21]([F:23])[CH:20]=[CH:19][C:18]=2[F:24])(=[O:15])=[O:14])=[CH:9][CH:8]=1.[CH:25](=[O:29])[CH2:26][CH2:27][CH3:28].[Cl-].[NH4+]. (6) Given the product [C:32]1([CH2:38][CH2:39][N:40]2[C:7](=[O:9])[C:6]3[CH:5]=[CH:4][S:3][C:2]=3[NH:1][C:17]2=[O:23])[CH:37]=[CH:36][CH:35]=[CH:34][CH:33]=1, predict the reactants needed to synthesize it. The reactants are: [NH2:1][C:2]1[S:3][CH:4]=[C:5](C)[C:6]=1[C:7]([O:9]CC)=O.ClC(Cl)(O[C:17](=[O:23])OC(Cl)(Cl)Cl)Cl.C(N(CC)CC)C.[C:32]1([CH2:38][CH2:39][NH2:40])[CH:37]=[CH:36][CH:35]=[CH:34][CH:33]=1. (7) Given the product [Cl:15][C:16]1[CH:17]=[CH:18][C:19]([O:25][CH3:26])=[C:20]([C:22]2[N:3]=[N:2][N:1]([C:4]3[CH:9]=[CH:8][C:7]([C:10]([F:12])([F:13])[F:11])=[CH:6][C:5]=3[Cl:14])[C:23]=2[NH2:24])[CH:21]=1, predict the reactants needed to synthesize it. The reactants are: [N:1]([C:4]1[CH:9]=[CH:8][C:7]([C:10]([F:13])([F:12])[F:11])=[CH:6][C:5]=1[Cl:14])=[N+:2]=[N-:3].[Cl:15][C:16]1[CH:17]=[CH:18][C:19]([O:25][CH3:26])=[C:20]([CH2:22][C:23]#[N:24])[CH:21]=1.C[O-].[Na+].